The task is: Predict the reactants needed to synthesize the given product.. This data is from Full USPTO retrosynthesis dataset with 1.9M reactions from patents (1976-2016). Given the product [Cl:1][C:2]1[CH:3]=[CH:4][C:5]([O:25][CH2:33][CH:34]([CH3:36])[CH3:35])=[C:6]([CH2:8][N:9]2[CH:13]=[CH:12][C:11]([C:14]([NH:16][C:17]3[C:18]([F:24])=[CH:19][CH:20]=[CH:21][C:22]=3[F:23])=[O:15])=[N:10]2)[CH:7]=1, predict the reactants needed to synthesize it. The reactants are: [Cl:1][C:2]1[CH:3]=[CH:4][C:5]([OH:25])=[C:6]([CH2:8][N:9]2[CH:13]=[CH:12][C:11]([C:14]([NH:16][C:17]3[C:22]([F:23])=[CH:21][CH:20]=[CH:19][C:18]=3[F:24])=[O:15])=[N:10]2)[CH:7]=1.C(=O)([O-])[O-].[K+].[K+].Br[CH2:33][CH:34]([CH3:36])[CH3:35].